From a dataset of Reaction yield outcomes from USPTO patents with 853,638 reactions. Predict the reaction yield, written as a fraction of the theoretical maximum amount of product (1.0 means a 100% yield; for example, 0.34 means a 34% yield). (1) The yield is 0.950. The reactants are [Br:1][C:2]1[CH:7]=[CH:6][C:5]([CH2:8][NH2:9])=[CH:4][CH:3]=1.[CH3:10][S:11](Cl)(=[O:13])=[O:12]. The product is [Br:1][C:2]1[CH:7]=[CH:6][C:5]([CH2:8][NH:9][S:11]([CH3:10])(=[O:13])=[O:12])=[CH:4][CH:3]=1. The catalyst is N1C=CC=CC=1.ClCCl. (2) The reactants are [Cl:1][C:2]1[CH:10]=[C:9]2[C:5]([CH:6]=[CH:7][NH:8]2)=[CH:4][C:3]=1B1OCC(C)(C)CO1.[C:19](=O)([O-])[O-:20].[K+].[K+].Br[C:26]1[CH:31]=[CH:30][C:29]([CH2:32][CH2:33][OH:34])=[CH:28][CH:27]=1.O. The catalyst is O1CCOCC1.CN(C=O)C.C1C=CC(P(C2C=CC=CC=2)[C-]2C=CC=C2)=CC=1.C1C=CC(P(C2C=CC=CC=2)[C-]2C=CC=C2)=CC=1.Cl[Pd]Cl.[Fe+2]. The product is [Cl:1][C:2]1[CH:10]=[C:9]2[C:5]([C:6]([CH:19]=[O:20])=[CH:7][NH:8]2)=[CH:4][C:3]=1[C:26]1[CH:31]=[CH:30][C:29]([CH2:32][CH2:33][OH:34])=[CH:28][CH:27]=1. The yield is 0.680. (3) The reactants are [Cl:1][C:2]1[C:3]([NH:18][C:19]2[C:27]([F:28])=[CH:26][CH:25]=[CH:24][C:20]=2[C:21](O)=[O:22])=[CH:4][C:5]([NH:8][C:9]2[N:13]([CH:14]([CH3:16])[CH3:15])[N:12]=[C:11]([CH3:17])[CH:10]=2)=[N:6][CH:7]=1.C1C=CC2[N:37]([OH:38])N=NC=2C=1.[CH2:39](Cl)CCl.CCN(C(C)C)C(C)C. The catalyst is CN(C)C=O.C(O)(=O)C.O. The product is [Cl:1][C:2]1[C:3]([NH:18][C:19]2[C:27]([F:28])=[CH:26][CH:25]=[CH:24][C:20]=2[C:21]([NH:37][O:38][CH3:39])=[O:22])=[CH:4][C:5]([NH:8][C:9]2[N:13]([CH:14]([CH3:15])[CH3:16])[N:12]=[C:11]([CH3:17])[CH:10]=2)=[N:6][CH:7]=1. The yield is 0.305. (4) The reactants are [OH:1][C:2]1([CH3:26])[CH2:7][CH2:6][N:5]([C@H:8]([C:20]2[CH:25]=[CH:24][CH:23]=[CH:22][CH:21]=2)[C:9]([O:11][C@H](C2C=CC=CC=2)C)=[O:10])[CH2:4][CH2:3]1.FC(F)(F)C(O)=O. The catalyst is ClCCl. The product is [OH:1][C:2]1([CH3:26])[CH2:3][CH2:4][N:5]([C@H:8]([C:20]2[CH:25]=[CH:24][CH:23]=[CH:22][CH:21]=2)[C:9]([OH:11])=[O:10])[CH2:6][CH2:7]1. The yield is 0.980. (5) The reactants are [C:1]([O:5][C:6]([NH:8][CH2:9][C@H:10]([NH:15][C:16]([C:18]1[CH:23]=[CH:22][C:21]([C:24]#[CH:25])=[CH:20][CH:19]=1)=[O:17])[C:11]([O:13][CH3:14])=[O:12])=[O:7])([CH3:4])([CH3:3])[CH3:2].[C:26]([O:30][C:31]([NH:33][CH2:34][C:35]([NH:37][C:38]1[CH:43]=[CH:42][C:41](I)=[CH:40][CH:39]=1)=[O:36])=[O:32])([CH3:29])([CH3:28])[CH3:27].CCN(CC)CC. The catalyst is Cl[Pd](Cl)([P](C1C=CC=CC=1)(C1C=CC=CC=1)C1C=CC=CC=1)[P](C1C=CC=CC=1)(C1C=CC=CC=1)C1C=CC=CC=1.[Cu]I. The product is [C:1]([O:5][C:6]([NH:8][CH2:9][C@H:10]([NH:15][C:16]([C:18]1[CH:19]=[CH:20][C:21]([C:24]#[C:25][C:41]2[CH:42]=[CH:43][C:38]([NH:37][C:35](=[O:36])[CH2:34][NH:33][C:31]([O:30][C:26]([CH3:28])([CH3:27])[CH3:29])=[O:32])=[CH:39][CH:40]=2)=[CH:22][CH:23]=1)=[O:17])[C:11]([O:13][CH3:14])=[O:12])=[O:7])([CH3:4])([CH3:3])[CH3:2]. The yield is 0.830. (6) The reactants are [NH2:1][C:2]1[CH:7]=[CH:6][C:5]([NH2:8])=[CH:4][CH:3]=1.[CH2:9]([N:11]=[C:12]=[O:13])[CH3:10].C(=O)([O-])[O-].[K+].[K+]. The catalyst is C1COCC1. The product is [CH2:9]([NH:11][C:12]([NH:1][C:2]1[CH:7]=[CH:6][C:5]([NH2:8])=[CH:4][CH:3]=1)=[O:13])[CH3:10]. The yield is 0.620. (7) The reactants are Cl[C:2]1[N:7]=[CH:6][C:5]([O:8][C:9]2[CH:14]=[CH:13][CH:12]=[CH:11][C:10]=2[C:15]([F:18])([F:17])[F:16])=[CH:4][N:3]=1.[F:19][C:20]1[CH:27]=[CH:26][CH:25]=[C:24]([F:28])[C:21]=1[CH2:22][NH2:23]. No catalyst specified. The product is [F:19][C:20]1[CH:27]=[CH:26][CH:25]=[C:24]([F:28])[C:21]=1[CH2:22][NH:23][C:2]1[N:7]=[CH:6][C:5]([O:8][C:9]2[CH:14]=[CH:13][CH:12]=[CH:11][C:10]=2[C:15]([F:18])([F:17])[F:16])=[CH:4][N:3]=1. The yield is 0.226.